This data is from Peptide-MHC class II binding affinity with 134,281 pairs from IEDB. The task is: Regression. Given a peptide amino acid sequence and an MHC pseudo amino acid sequence, predict their binding affinity value. This is MHC class II binding data. (1) The peptide sequence is FTFVLLLSGQITWRD. The MHC is DRB1_0401 with pseudo-sequence DRB1_0401. The binding affinity (normalized) is 0.532. (2) The peptide sequence is WNFAGIEAAASAIQG. The MHC is DRB1_1302 with pseudo-sequence DRB1_1302. The binding affinity (normalized) is 0.415. (3) The peptide sequence is GETVKCRAPGGAKKP. The MHC is DRB1_0801 with pseudo-sequence DRB1_0801. The binding affinity (normalized) is 0.446. (4) The binding affinity (normalized) is 0.148. The peptide sequence is VGDDSGGFSTTVSTE. The MHC is HLA-DQA10102-DQB10602 with pseudo-sequence HLA-DQA10102-DQB10602. (5) The peptide sequence is EKKYFAATQWEPLAA. The MHC is DRB1_1001 with pseudo-sequence DRB1_1001. The binding affinity (normalized) is 0.689. (6) The peptide sequence is AALPAVGAAAGAPAA. The MHC is DRB4_0101 with pseudo-sequence DRB4_0103. The binding affinity (normalized) is 0.254. (7) The peptide sequence is ASALVLLILMTARTV. The MHC is DRB1_0101 with pseudo-sequence DRB1_0101. The binding affinity (normalized) is 0.841.